Task: Predict the reactants needed to synthesize the given product.. Dataset: Full USPTO retrosynthesis dataset with 1.9M reactions from patents (1976-2016) Given the product [CH3:13][C:7]1([CH3:14])[C:6]2[CH:15]=[C:2]([C:20]3[CH:19]=[C:18]([CH:23]=[C:22]([F:24])[CH:21]=3)[C:16]#[N:17])[CH:3]=[CH:4][C:5]=2[NH:11][C:10](=[O:12])[CH2:9][O:8]1, predict the reactants needed to synthesize it. The reactants are: Br[C:2]1[CH:3]=[CH:4][C:5]2[NH:11][C:10](=[O:12])[CH2:9][O:8][C:7]([CH3:14])([CH3:13])[C:6]=2[CH:15]=1.[C:16]([C:18]1[CH:19]=[C:20](B(O)O)[CH:21]=[C:22]([F:24])[CH:23]=1)#[N:17].